The task is: Predict the product of the given reaction.. This data is from Forward reaction prediction with 1.9M reactions from USPTO patents (1976-2016). (1) Given the reactants [CH3:1][O:2][C:3]([C:5]1[CH:6]=[C:7]2[C:12](=[CH:13][CH:14]=1)[NH:11][CH:10]([C:15]1[CH:16]=[C:17]([CH:21]=[CH:22][CH:23]=1)[C:18]([OH:20])=O)[C:9]([CH3:25])([CH3:24])[CH2:8]2)=[O:4].C(N1C=CN=C1)(N1C=CN=C1)=O.[CH3:38][S:39]([NH2:42])(=[O:41])=[O:40].N12CCCN=C1CCCCC2, predict the reaction product. The product is: [CH3:1][O:2][C:3]([C:5]1[CH:6]=[C:7]2[C:12](=[CH:13][CH:14]=1)[NH:11][CH:10]([C:15]1[CH:23]=[CH:22][CH:21]=[C:17]([C:18](=[O:20])[NH:42][S:39]([CH3:38])(=[O:41])=[O:40])[CH:16]=1)[C:9]([CH3:24])([CH3:25])[CH2:8]2)=[O:4]. (2) The product is: [Br:1][C:2]1[CH:7]=[CH:6][C:5]([O:8][CH2:9][CH2:10][O:11][CH3:12])=[CH:4][C:3]=1[CH2:13][Br:14]. Given the reactants [Br:1][C:2]1[CH:7]=[CH:6][C:5]([O:8][CH2:9][CH2:10][O:11][CH3:12])=[CH:4][C:3]=1[CH3:13].[Br:14]N1C(=O)CCC1=O.C(OOC(=O)C1C=CC=CC=1)(=O)C1C=CC=CC=1, predict the reaction product. (3) The product is: [CH3:1][S:2]([C:5]1[CH:6]=[CH:7][C:8]([O:9][C:10]2[C:24]([CH:25]3[CH2:29][CH2:28][CH2:27][N:26]3[C:41](=[O:43])[CH2:40][NH:39][S:2]([CH3:1])(=[O:4])=[O:3])=[CH:23][C:13]3[NH:14][C:15]([C:17]4[CH:22]=[CH:21][CH:20]=[CH:19][N:18]=4)=[N:16][C:12]=3[CH:11]=2)=[CH:30][CH:31]=1)(=[O:3])=[O:4]. Given the reactants [CH3:1][S:2]([C:5]1[CH:31]=[CH:30][C:8]([O:9][C:10]2[C:24]([CH:25]3[CH2:29][CH2:28][CH2:27][NH:26]3)=[CH:23][C:13]3[NH:14][C:15]([C:17]4[CH:22]=[CH:21][CH:20]=[CH:19][N:18]=4)=[N:16][C:12]=3[CH:11]=2)=[CH:7][CH:6]=1)(=[O:4])=[O:3].C(OC([NH:39][CH2:40][C:41]([OH:43])=O)=O)(C)(C)C, predict the reaction product. (4) Given the reactants [NH2:1][C:2]1[N:7]=[CH:6][C:5]([CH:8]2[CH2:13][CH2:12][N:11]([CH3:14])[C:10](=[O:15])[CH2:9]2)=[CH:4][C:3]=1Br.[Cl:17][C:18]1[CH:19]=[C:20]([C@H:24]([NH:27][C:28]([C:30]2[CH:35]=[CH:34][C:33](B(O)O)=[CH:32][C:31]=2[F:39])=[O:29])[CH2:25][OH:26])[CH:21]=[CH:22][CH:23]=1, predict the reaction product. The product is: [NH2:1][C:2]1[C:3]([C:33]2[CH:34]=[CH:35][C:30]([C:28]([NH:27][C@@H:24]([C:20]3[CH:21]=[CH:22][CH:23]=[C:18]([Cl:17])[CH:19]=3)[CH2:25][OH:26])=[O:29])=[C:31]([F:39])[CH:32]=2)=[CH:4][C:5]([CH:8]2[CH2:13][CH2:12][N:11]([CH3:14])[C:10](=[O:15])[CH2:9]2)=[CH:6][N:7]=1. (5) Given the reactants [NH:1]1[C:9]2[CH2:8][CH2:7][NH:6][CH2:5][C:4]=2[N:3]=[N:2]1.Cl[C:11]([N:13]1[CH2:17][C@H:16]2[CH2:18][N:19]([C:21]([O:23][CH2:24][C:25]3[CH:30]=[C:29]([Cl:31])[CH:28]=[C:27]([Cl:32])[CH:26]=3)=[O:22])[CH2:20][C@H:15]2[CH2:14]1)=[O:12].CN(C)C=O, predict the reaction product. The product is: [NH:1]1[C:9]2[CH2:8][CH2:7][N:6]([C:11]([N:13]3[CH2:14][C@@H:15]4[CH2:20][N:19]([C:21]([O:23][CH2:24][C:25]5[CH:30]=[C:29]([Cl:31])[CH:28]=[C:27]([Cl:32])[CH:26]=5)=[O:22])[CH2:18][C@@H:16]4[CH2:17]3)=[O:12])[CH2:5][C:4]=2[N:3]=[N:2]1.